This data is from Forward reaction prediction with 1.9M reactions from USPTO patents (1976-2016). The task is: Predict the product of the given reaction. (1) Given the reactants [Cl:1][C:2]1[C:7]([Cl:8])=[CH:6][C:5]([NH2:9])=[C:4]([NH2:10])[CH:3]=1.[F:11][C:12]([F:24])([F:23])[O:13][C:14]1[CH:19]=[CH:18][C:17]([N:20]=[C:21]=S)=[CH:16][CH:15]=1.CI.CCN(C(C)C)C(C)C, predict the reaction product. The product is: [Cl:1][C:2]1[C:7]([Cl:8])=[CH:6][C:5]2[NH:9][C:21]([NH:20][C:17]3[CH:18]=[CH:19][C:14]([O:13][C:12]([F:11])([F:23])[F:24])=[CH:15][CH:16]=3)=[N:10][C:4]=2[CH:3]=1. (2) Given the reactants Br[C:2]1([CH2:15][N:16]2[CH:24]=[C:22]([CH3:23])[C:20](=[O:21])[NH:19][C:17]2=[O:18])[CH2:4][C:3]1([CH2:10][O:11]C(=O)C)[CH2:5][O:6]C(=O)C.C(=O)([O-])[O-].[K+].[K+].CO.O, predict the reaction product. The product is: [OH:6][CH2:5][C:3]1([CH2:10][OH:11])[CH2:4]/[C:2]/1=[CH:15]/[N:16]1[CH:24]=[C:22]([CH3:23])[C:20](=[O:21])[NH:19][C:17]1=[O:18]. (3) Given the reactants [F:1][C:2]1[CH:7]=[CH:6][C:5]([NH:8][S:9]([CH2:12][CH2:13][CH3:14])(=[O:11])=[O:10])=[CH:4][C:3]=1[N+:15]([O-])=O.[NH4+].[Cl-], predict the reaction product. The product is: [NH2:15][C:3]1[CH:4]=[C:5]([NH:8][S:9]([CH2:12][CH2:13][CH3:14])(=[O:11])=[O:10])[CH:6]=[CH:7][C:2]=1[F:1]. (4) The product is: [OH:6][C@H:5]([CH2:4][OH:3])[CH2:7][CH2:8][NH:9][C:10]([CH:12]1[CH:16]([C:17]2[CH:22]=[CH:21][CH:20]=[C:19]([Cl:23])[C:18]=2[F:24])[C:15]([C:27]2[CH:32]=[CH:31][C:30]([Cl:33])=[CH:29][C:28]=2[F:34])([C:25]#[N:26])[CH:14]([CH2:35][C:36]([CH3:43])([CH3:44])[CH2:37][CH2:38][NH:39][C:40](=[O:42])[CH3:41])[NH:13]1)=[O:11]. Given the reactants CC1(C)[O:6][C@@H:5]([CH2:7][CH2:8][NH:9][C:10]([CH:12]2[CH:16]([C:17]3[CH:22]=[CH:21][CH:20]=[C:19]([Cl:23])[C:18]=3[F:24])[C:15]([C:27]3[CH:32]=[CH:31][C:30]([Cl:33])=[CH:29][C:28]=3[F:34])([C:25]#[N:26])[CH:14]([CH2:35][C:36]([CH3:44])([CH3:43])[CH2:37][CH2:38][NH:39][C:40](=[O:42])[CH3:41])[NH:13]2)=[O:11])[CH2:4][O:3]1.Cl, predict the reaction product.